Task: Predict which catalyst facilitates the given reaction.. Dataset: Catalyst prediction with 721,799 reactions and 888 catalyst types from USPTO (1) Reactant: [CH3:1][N:2]1[C@@H:18]2[CH2:19][C:7]3[CH:8]=[CH:9][C:10]([O:22][CH3:23])=[C:11]4[O:12][C@H:13]5[C:14]([O:20][CH3:21])=[CH:15][CH:16]=[C:17]2[C@:5]5([C:6]=34)[CH2:4][CH2:3]1.[Li+].CCC[CH2-].Cl[C:30]([O:32][CH2:33][CH3:34])=[O:31].[NH4+].[Cl-]. Product: [CH3:21][O:20][C:14]1[C:13]2([C:30]([O:32][CH2:33][CH3:34])=[O:31])[O:12][C:11]3=[C:6]4[C:5]52[C:17](=[CH:16][CH:15]=1)[CH:18]([CH2:19][C:7]4=[CH:8][CH:9]=[C:10]3[O:22][CH3:23])[N:2]([CH3:1])[CH2:3][CH2:4]5. The catalyst class is: 188. (2) Reactant: [Cl:1][C:2]1[C:3](=[O:24])[N:4]([CH2:12][CH2:13][C:14]2[CH:23]=[CH:22][C:17]([C:18]([O:20]C)=[O:19])=[CH:16][CH:15]=2)[C:5]([CH:9]([OH:11])[CH3:10])=[C:6]([Cl:8])[CH:7]=1.[CH2:25]([C:27]1[CH:28]=[C:29](O)[CH:30]=[CH:31][CH:32]=1)[CH3:26].C1(P(C2C=CC=CC=2)C2C=CC=CC=2)C=CC=CC=1.N(C(OCC)=O)=NC(OCC)=O. Product: [Cl:1][C:2]1[C:3](=[O:24])[N:4]([CH2:12][CH2:13][C:14]2[CH:15]=[CH:16][C:17]([C:18]([OH:20])=[O:19])=[CH:22][CH:23]=2)[C:5]([CH:9]([O:11][C:31]2[CH:30]=[CH:29][CH:28]=[C:27]([CH2:25][CH3:26])[CH:32]=2)[CH3:10])=[C:6]([Cl:8])[CH:7]=1. The catalyst class is: 375. (3) Reactant: [F:1][C:2]([F:17])([F:16])[C:3]1[C:11]2[CH2:10][CH2:9][CH2:8][CH2:7][C:6]=2[N:5]([CH2:12][C:13]([OH:15])=O)[N:4]=1.[NH2:18][C:19]1[CH:24]=[CH:23][N:22]=[CH:21][CH:20]=1.CN(C(ON1N=NC2C=CC=NC1=2)=[N+](C)C)C.F[P-](F)(F)(F)(F)F.O. Product: [N:22]1[CH:23]=[CH:24][C:19]([NH:18][C:13](=[O:15])[CH2:12][N:5]2[C:6]3[CH2:7][CH2:8][CH2:9][CH2:10][C:11]=3[C:3]([C:2]([F:1])([F:17])[F:16])=[N:4]2)=[CH:20][CH:21]=1. The catalyst class is: 9. (4) Reactant: [C:1]([NH:4][C:5]1[C:9]([Cl:10])=[C:8](Cl)[S:7][C:6]=1[C:12]([O:14][CH3:15])=[O:13])(=[O:3])[CH3:2].[C:16]1(B(O)O)[CH:21]=[CH:20][CH:19]=[CH:18][CH:17]=1.[F-].[K+].C1COCC1. Product: [C:1]([NH:4][C:5]1[C:9]([Cl:10])=[C:8]([C:16]2[CH:21]=[CH:20][CH:19]=[CH:18][CH:17]=2)[S:7][C:6]=1[C:12]([O:14][CH3:15])=[O:13])(=[O:3])[CH3:2]. The catalyst class is: 535.